This data is from Retrosynthesis with 50K atom-mapped reactions and 10 reaction types from USPTO. The task is: Predict the reactants needed to synthesize the given product. (1) Given the product COC(=O)c1cc(Cl)cc(Cc2cc(Cl)ccc2OCc2ccc(Cl)cc2F)n1, predict the reactants needed to synthesize it. The reactants are: COC(=O)c1cc(Cl)cc(CCl)n1.OB(O)c1cc(Cl)ccc1OCc1ccc(Cl)cc1F. (2) Given the product Cn1nc(NC(=O)C(F)(F)F)c2c(Cl)ccc(-c3ccc(C#CC(C)(C)O[Si](C)(C)C(C)(C)C)nc3[C@H](Cc3cc(F)cc(F)c3)NC(=O)OC(C)(C)C)c21, predict the reactants needed to synthesize it. The reactants are: Cn1nc(N)c2c(Cl)ccc(-c3ccc(C#CC(C)(C)O[Si](C)(C)C(C)(C)C)nc3[C@H](Cc3cc(F)cc(F)c3)NC(=O)OC(C)(C)C)c21.O=C(OC(=O)C(F)(F)F)C(F)(F)F. (3) Given the product O=C(c1ccccc1)N1Cc2c(-c3noc(C4CC4)n3)ncn2-c2cccc(F)c21, predict the reactants needed to synthesize it. The reactants are: Fc1cccc2c1NCc1c(-c3noc(C4CC4)n3)ncn1-2.O=C(Cl)c1ccccc1. (4) Given the product NC(CC(=O)N1CCn2c(nnc2C(F)(F)F)C1)Cc1cc(F)c(F)cc1F, predict the reactants needed to synthesize it. The reactants are: NC(=CC(=O)N1CCn2c(nnc2C(F)(F)F)C1)Cc1cc(F)c(F)cc1F.